Dataset: Full USPTO retrosynthesis dataset with 1.9M reactions from patents (1976-2016). Task: Predict the reactants needed to synthesize the given product. (1) Given the product [F:34][C:3]1[CH:4]=[C:5]([C:8]2[C:9]([N:28]3[CH2:31][C:30]([OH:33])([CH3:32])[CH2:29]3)=[N:10][CH:11]=[C:12]([C:14]([NH:16][C:17]3[CH:22]=[CH:21][C:20]([O:23][C:24]([F:27])([F:26])[F:25])=[CH:19][CH:18]=3)=[O:15])[CH:13]=2)[CH:6]=[N:7][C:2]=1[CH3:35], predict the reactants needed to synthesize it. The reactants are: Cl[C:2]1[N:7]=[CH:6][C:5]([C:8]2[C:9]([N:28]3[CH2:31][C:30]([OH:33])([CH3:32])[CH2:29]3)=[N:10][CH:11]=[C:12]([C:14]([NH:16][C:17]3[CH:22]=[CH:21][C:20]([O:23][C:24]([F:27])([F:26])[F:25])=[CH:19][CH:18]=3)=[O:15])[CH:13]=2)=[CH:4][C:3]=1[F:34].[CH3:35]B1OB(C)OB(C)O1. (2) Given the product [CH3:28][CH:27]([CH3:29])[CH2:26][CH:24]([NH:25][C:15]([C:7]1[CH:6]=[CH:5][C:4]([CH:1]2[CH2:2][CH2:3]2)=[C:9]([O:10][CH2:11][CH:12]2[CH2:13][CH2:14]2)[N:8]=1)=[O:17])[C:21]1[N:20]=[C:19]([CH3:18])[O:23][N:22]=1, predict the reactants needed to synthesize it. The reactants are: [CH:1]1([C:4]2[CH:5]=[CH:6][C:7]([C:15]([OH:17])=O)=[N:8][C:9]=2[O:10][CH2:11][CH:12]2[CH2:14][CH2:13]2)[CH2:3][CH2:2]1.[CH3:18][C:19]1[O:23][N:22]=[C:21]([CH:24]([CH2:26][CH:27]([CH3:29])[CH3:28])[NH2:25])[N:20]=1.CO.